From a dataset of Forward reaction prediction with 1.9M reactions from USPTO patents (1976-2016). Predict the product of the given reaction. (1) Given the reactants C([O:3][C:4](=O)[C:5]1[C:10]([NH:11][CH2:12][CH3:13])=[CH:9][C:8]([Cl:14])=[N:7][CH:6]=1)C.[H-].[H-].[H-].[H-].[Li+].[Al+3].C1COCC1.CO.CC(=O)OCC, predict the reaction product. The product is: [Cl:14][C:8]1[N:7]=[CH:6][C:5]([CH2:4][OH:3])=[C:10]([NH:11][CH2:12][CH3:13])[CH:9]=1. (2) Given the reactants [Cl:1][C:2]1[CH:3]=[C:4]([CH2:9][N:10]2[CH2:15][CH2:14][N:13]([S:16]([CH3:19])(=[O:18])=[O:17])[CH2:12][CH2:11]2)[CH:5]=[N:6][C:7]=1Cl.[NH2:20][C:21]1[CH:22]=[C:23]([OH:27])[CH:24]=[CH:25][CH:26]=1, predict the reaction product. The product is: [Cl:1][C:2]1[C:7]([NH:20][C:21]2[CH:22]=[C:23]([OH:27])[CH:24]=[CH:25][CH:26]=2)=[N:6][CH:5]=[C:4]([CH2:9][N:10]2[CH2:15][CH2:14][N:13]([S:16]([CH3:19])(=[O:18])=[O:17])[CH2:12][CH2:11]2)[CH:3]=1. (3) Given the reactants [NH2:1][CH2:2][CH:3]1[CH2:8][CH2:7][N:6]([C:9]([O:11][CH2:12][C:13]2[CH:18]=[CH:17][CH:16]=[CH:15][CH:14]=2)=[O:10])[CH2:5][CH2:4]1.Cl[C:20]1[N:25]=[CH:24][C:23]([F:26])=[CH:22][N:21]=1.C(N(CC)CC)C, predict the reaction product. The product is: [CH2:12]([O:11][C:9]([N:6]1[CH2:7][CH2:8][CH:3]([CH2:2][NH:1][C:20]2[N:25]=[CH:24][C:23]([F:26])=[CH:22][N:21]=2)[CH2:4][CH2:5]1)=[O:10])[C:13]1[CH:14]=[CH:15][CH:16]=[CH:17][CH:18]=1. (4) Given the reactants [NH2:1][CH2:2][C:3]1[CH:12]=[CH:11][C:6]2[NH:7][C:8](=[O:10])[NH:9][C:5]=2[CH:4]=1.[C:13]([C:17]1[CH:25]=[CH:24][C:20]([C:21](Cl)=[O:22])=[CH:19][CH:18]=1)([CH3:16])([CH3:15])[CH3:14], predict the reaction product. The product is: [C:13]([C:17]1[CH:18]=[CH:19][C:20]([C:21]([NH:1][CH2:2][C:3]2[CH:12]=[CH:11][C:6]3[NH:7][C:8](=[O:10])[NH:9][C:5]=3[CH:4]=2)=[O:22])=[CH:24][CH:25]=1)([CH3:16])([CH3:14])[CH3:15]. (5) The product is: [CH2:17]([C:19]1[C:23]2[CH:24]=[CH:25][C:26]([C:28]([F:31])([F:29])[F:30])=[CH:27][C:22]=2[S:21][C:20]=1[CH2:32][OH:33])[CH3:18]. Given the reactants CC1C2C=C(C(F)(F)F)C=CC=2SC=1CO.[CH2:17]([C:19]1[C:23]2[CH:24]=[CH:25][C:26]([C:28]([F:31])([F:30])[F:29])=[CH:27][C:22]=2[S:21][C:20]=1[C:32](OC)=[O:33])[CH3:18], predict the reaction product.